Dataset: Full USPTO retrosynthesis dataset with 1.9M reactions from patents (1976-2016). Task: Predict the reactants needed to synthesize the given product. (1) Given the product [CH:1]1([C:4]2[CH:5]=[CH:6][C:7]([F:17])=[C:8]3[C:12]=2[N:11]([CH2:19][C:20]2[CH:21]=[CH:22][C:23]([C:26]4[CH:27]=[N:28][N:29]([CH3:31])[CH:30]=4)=[CH:24][CH:25]=2)[CH:10]=[C:9]3[C:13]([OH:15])=[O:14])[CH2:3][CH2:2]1, predict the reactants needed to synthesize it. The reactants are: [CH:1]1([C:4]2[CH:5]=[CH:6][C:7]([F:17])=[C:8]3[C:12]=2[NH:11][CH:10]=[C:9]3[C:13]([O:15]C)=[O:14])[CH2:3][CH2:2]1.Cl[CH2:19][C:20]1[CH:25]=[CH:24][C:23]([C:26]2[CH:27]=[N:28][N:29]([CH3:31])[CH:30]=2)=[CH:22][CH:21]=1. (2) The reactants are: [CH3:1][O:2][CH2:3][CH2:4][CH2:5][C:6]1[CH:15]=[C:14]([C:16](OCCC)=[O:17])[C:13]2[C:8](=[CH:9][CH:10]=[CH:11][CH:12]=2)[N:7]=1.CC(C[AlH]CC(C)C)C. Given the product [CH3:1][O:2][CH2:3][CH2:4][CH2:5][C:6]1[CH:15]=[C:14]([CH2:16][OH:17])[C:13]2[C:8](=[CH:9][CH:10]=[CH:11][CH:12]=2)[N:7]=1, predict the reactants needed to synthesize it.